Dataset: Acute oral toxicity (LD50) regression data from Zhu et al.. Task: Regression/Classification. Given a drug SMILES string, predict its toxicity properties. Task type varies by dataset: regression for continuous values (e.g., LD50, hERG inhibition percentage) or binary classification for toxic/non-toxic outcomes (e.g., AMES mutagenicity, cardiotoxicity, hepatotoxicity). Dataset: ld50_zhu. (1) The compound is FC(F)(F)c1nc2c(Br)cccc2[nH]1. The rat oral LD50 is 3.98, given as -log10 of the dose in mol/kg body weight (higher means more acutely toxic). (2) The molecule is N#CC(CCN1CCC(C(=O)O)(c2ccccc2)CC1)(c1ccccc1)c1ccccc1. The rat oral LD50 is 3.46, given as -log10 of the dose in mol/kg body weight (higher means more acutely toxic). (3) The molecule is CCSSCC. The rat oral LD50 is 1.78, given as -log10 of the dose in mol/kg body weight (higher means more acutely toxic). (4) The rat oral LD50 is 1.55, given as -log10 of the dose in mol/kg body weight (higher means more acutely toxic). The compound is O=C=NCc1cccc(CN=C=O)c1.